This data is from Full USPTO retrosynthesis dataset with 1.9M reactions from patents (1976-2016). The task is: Predict the reactants needed to synthesize the given product. (1) Given the product [F:7][C:6]([F:9])([F:8])[CH2:5][CH:2]([NH:1][C:17](=[O:18])[O:19][CH2:20][C:21]1[CH:26]=[CH:25][CH:24]=[CH:23][CH:22]=1)[CH2:3][OH:4], predict the reactants needed to synthesize it. The reactants are: [NH2:1][CH:2]([CH2:5][C:6]([F:9])([F:8])[F:7])[CH2:3][OH:4].C(=O)([O-])[O-].[K+].[K+].Cl[C:17]([O:19][CH2:20][C:21]1[CH:26]=[CH:25][CH:24]=[CH:23][CH:22]=1)=[O:18]. (2) Given the product [CH3:1][CH:2]1[O:25][C:23](=[O:24])[CH:22]([CH:26]([CH3:27])[CH3:28])[N:21]([CH3:29])[C:19](=[O:20])[CH2:18][N:17]([CH3:30])[C:15](=[O:16])[CH:14]2[N:10]([CH2:11][CH2:12][CH2:13]2)[C:8](=[O:9])[CH:7]([CH:31]([CH3:32])[CH3:33])[NH:6][C:4](=[O:5])[CH:3]1[NH:34][C:35]([C:37]1[C:42]2[N:43]=[C:44]3[C:50]([O:51][C:41]=2[C:40]([CH3:90])=[C:39]([NH2:91])[CH:38]=1)=[C:49]([CH3:52])[C:47](=[O:48])[C:46]([NH2:53])=[C:45]3[C:54]([NH:56][CH:57]1[C:79](=[O:80])[NH:78][CH:77]([CH:81]([CH3:83])[CH3:82])[C:75](=[O:76])[N:74]2[CH:70]([CH2:71][CH2:72][CH2:73]2)[C:68](=[O:69])[N:67]([CH3:84])[CH2:66][C:64](=[O:65])[N:63]([CH3:85])[CH:62]([CH:86]([CH3:88])[CH3:87])[C:60](=[O:61])[O:59][CH:58]1[CH3:89])=[O:55])=[O:36], predict the reactants needed to synthesize it. The reactants are: [CH3:1][C@H:2]1[O:25][C:23](=[O:24])[C@H:22]([CH:26]([CH3:28])[CH3:27])[N:21]([CH3:29])[C:19](=[O:20])[CH2:18][N:17]([CH3:30])[C:15](=[O:16])[C@H:14]2[N:10]([CH2:11][CH2:12][CH2:13]2)[C:8](=[O:9])[C@@H:7]([CH:31]([CH3:33])[CH3:32])[NH:6][C:4](=[O:5])[C@H:3]1[NH:34][C:35]([C:37]1[C:42]2[N:43]=[C:44]3[C:50]([O:51][C:41]=2[C:40]([CH3:90])=[C:39]([NH2:91])[CH:38]=1)=[C:49]([CH3:52])[C:47](=[O:48])[C:46]([NH2:53])=[C:45]3[C:54]([NH:56][C@@H:57]1[C:79](=[O:80])[NH:78][C@H:77]([CH:81]([CH3:83])[CH3:82])[C:75](=[O:76])[N:74]2[C@@H:70]([CH2:71][CH2:72][CH2:73]2)[C:68](=[O:69])[N:67]([CH3:84])[CH2:66][C:64](=[O:65])[N:63]([CH3:85])[C@@H:62]([CH:86]([CH3:88])[CH3:87])[C:60](=[O:61])[O:59][C@@H:58]1[CH3:89])=[O:55])=[O:36]. (3) Given the product [N:1]1([C:2]2[N:7]=[CH:6][C:5]3[CH:8]([C:11]([O:13][CH3:14])=[O:12])[CH2:9][CH2:10][C:4]=3[CH:3]=2)[CH:15]=[N:27][N:26]=[N:25]1, predict the reactants needed to synthesize it. The reactants are: [NH2:1][C:2]1[N:7]=[CH:6][C:5]2[CH:8]([C:11]([O:13][CH3:14])=[O:12])[CH2:9][CH2:10][C:4]=2[CH:3]=1.[CH:15](OCC)(OCC)OCC.[N-:25]=[N+:26]=[N-:27].[Na+]. (4) Given the product [CH:1]1([CH:7]([NH:15][C:16]2[CH:17]=[CH:18][C:19]([C:20]([NH:26][CH2:27][CH2:28][C:29]([OH:31])=[O:30])=[O:21])=[CH:23][CH:24]=2)[C:8]2[CH:12]=[C:11]([CH3:13])[S:10][C:9]=2[CH3:14])[CH2:6][CH2:5][CH2:4][CH2:3][CH2:2]1, predict the reactants needed to synthesize it. The reactants are: [CH:1]1([CH:7]([NH:15][C:16]2[CH:24]=[CH:23][C:19]([C:20](O)=[O:21])=[CH:18][CH:17]=2)[C:8]2[CH:12]=[C:11]([CH3:13])[S:10][C:9]=2[CH3:14])[CH2:6][CH2:5][CH2:4][CH2:3][CH2:2]1.Cl.[NH2:26][CH2:27][CH2:28][C:29]([O:31]CC)=[O:30].O.ON1C2C=CC=CC=2N=N1.Cl.C(N=C=NCCCN(C)C)C.Cl.[OH-].[Na+]. (5) Given the product [Br:1][C:2]1[CH:3]=[N:4][C:5]([N:13]2[CH2:14][CH2:15][CH:10]([OH:9])[CH2:11][CH2:12]2)=[N:6][CH:7]=1, predict the reactants needed to synthesize it. The reactants are: [Br:1][C:2]1[CH:3]=[N:4][C:5](Cl)=[N:6][CH:7]=1.[OH:9][CH:10]1[CH2:15][CH2:14][NH:13][CH2:12][CH2:11]1.C(N(CC)C(C)C)(C)C. (6) Given the product [S:1]1[C:5]2[CH:6]=[CH:7][CH:8]=[CH:9][C:4]=2[C:3]([CH2:10][CH2:11][O:12][S:19]([C:16]2[CH:17]=[CH:18][C:13]([CH3:23])=[CH:14][CH:15]=2)(=[O:21])=[O:20])=[CH:2]1, predict the reactants needed to synthesize it. The reactants are: [S:1]1[C:5]2[CH:6]=[CH:7][CH:8]=[CH:9][C:4]=2[C:3]([CH2:10][CH2:11][OH:12])=[CH:2]1.[C:13]1([CH3:23])[CH:18]=[CH:17][C:16]([S:19](Cl)(=[O:21])=[O:20])=[CH:15][CH:14]=1.C(N(CC)CC)C. (7) Given the product [CH3:1][N:2]1[C:6]([NH2:7])=[CH:5][C:4]([C:10]2[O:11][CH:12]=[N:13][N:14]=2)=[N:3]1, predict the reactants needed to synthesize it. The reactants are: [CH3:1][N:2]1[C:6]([N+:7]([O-])=O)=[CH:5][C:4]([C:10]2[O:11][CH:12]=[N:13][N:14]=2)=[N:3]1.[Cl-].[NH4+].